From a dataset of Reaction yield outcomes from USPTO patents with 853,638 reactions. Predict the reaction yield, written as a fraction of the theoretical maximum amount of product (1.0 means a 100% yield; for example, 0.34 means a 34% yield). (1) The reactants are Cl.[Cl:2][C:3]1[CH:4]=[C:5]([C:8]2[N:12]=[C:11]([C@H:13]3[CH2:18][CH2:17][CH2:16][NH:15][CH2:14]3)[O:10][N:9]=2)[NH:6][CH:7]=1.[F:19][C:20]1[CH:25]=[C:24]([C:26](O)=[O:27])[CH:23]=[CH:22][N:21]=1. No catalyst specified. The product is [Cl:2][C:3]1[CH:4]=[C:5]([C:8]2[N:12]=[C:11]([C@H:13]3[CH2:18][CH2:17][CH2:16][N:15]([C:26]([C:24]4[CH:23]=[CH:22][N:21]=[C:20]([F:19])[CH:25]=4)=[O:27])[CH2:14]3)[O:10][N:9]=2)[NH:6][CH:7]=1. The yield is 0.660. (2) The reactants are [NH2:1][C:2]([C:4]1[CH:29]=[CH:28][C:7]([O:8][CH2:9][CH2:10][CH2:11][O:12][C:13]2[CH:14]=[C:15]3[C:19](=[CH:20][CH:21]=2)[C@H:18]([CH2:22][C:23]([O:25][CH2:26][CH3:27])=[O:24])[CH2:17][CH2:16]3)=[C:6]([CH2:30][CH2:31][CH3:32])[CH:5]=1)=[S:3].Cl[CH:34]1[CH2:39][CH2:38][CH2:37][CH2:36][C:35]1=O. The catalyst is CCO. The product is [CH2:26]([O:25][C:23](=[O:24])[CH2:22][C@H:18]1[C:19]2[C:15](=[CH:14][C:13]([O:12][CH2:11][CH2:10][CH2:9][O:8][C:7]3[CH:28]=[CH:29][C:4]([C:2]4[S:3][C:34]5[CH2:39][CH2:38][CH2:37][CH2:36][C:35]=5[N:1]=4)=[CH:5][C:6]=3[CH2:30][CH2:31][CH3:32])=[CH:21][CH:20]=2)[CH2:16][CH2:17]1)[CH3:27]. The yield is 0.430.